This data is from CYP2C9 inhibition data for predicting drug metabolism from PubChem BioAssay. The task is: Regression/Classification. Given a drug SMILES string, predict its absorption, distribution, metabolism, or excretion properties. Task type varies by dataset: regression for continuous measurements (e.g., permeability, clearance, half-life) or binary classification for categorical outcomes (e.g., BBB penetration, CYP inhibition). Dataset: cyp2c9_veith. (1) The compound is C[C@@]1(C(NC(=O)c2cccs2)c2ccc(-c3ccccc3)cc2)C[C@H]1C1CCCCC1. The result is 0 (non-inhibitor). (2) The molecule is Cn1c(-c2ccc[nH]c2=O)nc2cc(Cl)ccc21. The result is 0 (non-inhibitor). (3) The molecule is CC(C)NC[C@H](O)c1ccc(N)c(C#N)c1. The result is 0 (non-inhibitor). (4) The compound is CCOC(=O)C1=C(C)C(c2ccccc2OC)NC(=S)N1. The result is 1 (inhibitor). (5) The molecule is Cc1ccc(C)c(NC(=O)Cn2nnc(C(=O)NCc3cccs3)c2N)c1. The result is 0 (non-inhibitor). (6) The compound is Cc1oc(-c2cccs2)nc1CS(=O)CC(=O)NCCCOC(C)C. The result is 0 (non-inhibitor).